Dataset: NCI-60 drug combinations with 297,098 pairs across 59 cell lines. Task: Regression. Given two drug SMILES strings and cell line genomic features, predict the synergy score measuring deviation from expected non-interaction effect. (1) Drug 1: CC1C(C(CC(O1)OC2CC(CC3=C2C(=C4C(=C3O)C(=O)C5=C(C4=O)C(=CC=C5)OC)O)(C(=O)CO)O)N)O. Drug 2: CC1=C(C(=CC=C1)Cl)NC(=O)C2=CN=C(S2)NC3=CC(=NC(=N3)C)N4CCN(CC4)CCO. Cell line: SW-620. Synergy scores: CSS=75.2, Synergy_ZIP=8.75, Synergy_Bliss=7.99, Synergy_Loewe=-5.31, Synergy_HSA=10.7. (2) Drug 1: CCC(=C(C1=CC=CC=C1)C2=CC=C(C=C2)OCCN(C)C)C3=CC=CC=C3.C(C(=O)O)C(CC(=O)O)(C(=O)O)O. Drug 2: CN1C2=C(C=C(C=C2)N(CCCl)CCCl)N=C1CCCC(=O)O.Cl. Cell line: OVCAR-5. Synergy scores: CSS=0.571, Synergy_ZIP=7.00, Synergy_Bliss=3.61, Synergy_Loewe=1.66, Synergy_HSA=1.78. (3) Drug 1: C1CCN(CC1)CCOC2=CC=C(C=C2)C(=O)C3=C(SC4=C3C=CC(=C4)O)C5=CC=C(C=C5)O. Drug 2: CCC1(CC2CC(C3=C(CCN(C2)C1)C4=CC=CC=C4N3)(C5=C(C=C6C(=C5)C78CCN9C7C(C=CC9)(C(C(C8N6C)(C(=O)OC)O)OC(=O)C)CC)OC)C(=O)OC)O.OS(=O)(=O)O. Cell line: COLO 205. Synergy scores: CSS=70.1, Synergy_ZIP=11.5, Synergy_Bliss=11.8, Synergy_Loewe=-39.9, Synergy_HSA=5.21. (4) Drug 1: COC1=CC(=CC(=C1O)OC)C2C3C(COC3=O)C(C4=CC5=C(C=C24)OCO5)OC6C(C(C7C(O6)COC(O7)C8=CC=CS8)O)O. Drug 2: C1=NNC2=C1C(=O)NC=N2. Cell line: SF-295. Synergy scores: CSS=46.7, Synergy_ZIP=-1.07, Synergy_Bliss=-0.411, Synergy_Loewe=-8.93, Synergy_HSA=1.32. (5) Drug 1: C1CC(=O)NC(=O)C1N2CC3=C(C2=O)C=CC=C3N. Drug 2: C1C(C(OC1N2C=NC(=NC2=O)N)CO)O. Cell line: ACHN. Synergy scores: CSS=6.77, Synergy_ZIP=-5.67, Synergy_Bliss=-0.241, Synergy_Loewe=-3.61, Synergy_HSA=1.86. (6) Drug 1: CC1=C2C(C(=O)C3(C(CC4C(C3C(C(C2(C)C)(CC1OC(=O)C(C(C5=CC=CC=C5)NC(=O)OC(C)(C)C)O)O)OC(=O)C6=CC=CC=C6)(CO4)OC(=O)C)O)C)O. Drug 2: CC1CCCC2(C(O2)CC(NC(=O)CC(C(C(=O)C(C1O)C)(C)C)O)C(=CC3=CSC(=N3)C)C)C. Cell line: NCI-H226. Synergy scores: CSS=38.9, Synergy_ZIP=-0.127, Synergy_Bliss=-0.287, Synergy_Loewe=-4.02, Synergy_HSA=1.21. (7) Drug 1: C1=C(C(=O)NC(=O)N1)F. Drug 2: CC1=C(C=C(C=C1)NC(=O)C2=CC=C(C=C2)CN3CCN(CC3)C)NC4=NC=CC(=N4)C5=CN=CC=C5. Cell line: SF-539. Synergy scores: CSS=48.2, Synergy_ZIP=-8.50, Synergy_Bliss=-16.1, Synergy_Loewe=-15.2, Synergy_HSA=-12.3.